Task: Predict the product of the given reaction.. Dataset: Forward reaction prediction with 1.9M reactions from USPTO patents (1976-2016) (1) The product is: [Br-:1].[Br:1][C:2]1[CH:3]=[C:4]([CH:5]=[CH:6][CH:7]=1)[NH:8][C:9]1[C:18]2[C:13](=[CH:14][CH:15]=[C:16]([NH:19][C:20](=[O:30])/[CH:21]=[CH:22]/[CH2:23][N+:24]3([CH2:42][C:35]4[N:34]([CH3:41])[CH:33]=[N:37][C:36]=4[N+:38]([O-:40])=[O:39])[CH2:25][CH2:26][CH2:27][CH2:28][CH2:29]3)[CH:17]=2)[N:12]=[CH:11][N:10]=1. Given the reactants [Br:1][C:2]1[CH:3]=[C:4]([NH:8][C:9]2[C:18]3[C:13](=[CH:14][CH:15]=[C:16]([NH:19][C:20](=[O:30])/[CH:21]=[CH:22]/[CH2:23][N:24]4[CH2:29][CH2:28][CH2:27][CH2:26][CH2:25]4)[CH:17]=3)[N:12]=[CH:11][N:10]=2)[CH:5]=[CH:6][CH:7]=1.BrC[C:33]1[N:34]([CH3:41])[CH:35]=[C:36]([N+:38]([O-:40])=[O:39])[N:37]=1.[CH3:42]N1C(=O)CCC1, predict the reaction product. (2) Given the reactants O[C:2]([CH2:4][CH2:5][CH2:6][CH2:7][C@H:8]1[C@@H:16]2[C@@H:11]([NH:12][C:13]([NH:15]2)=[O:14])[CH2:10][S:9]1)=[O:3].CN(C(ON1N=NC2C=CC=CC1=2)=[N+](C)C)C.F[P-](F)(F)(F)(F)F.CCN(C(C)C)C(C)C.[C:50]([O:54][C:55](=[O:66])[NH:56][CH2:57][CH2:58][O:59][CH2:60][CH2:61][O:62][CH2:63][CH2:64][NH2:65])([CH3:53])([CH3:52])[CH3:51], predict the reaction product. The product is: [C:50]([O:54][C:55](=[O:66])[NH:56][CH2:57][CH2:58][O:59][CH2:60][CH2:61][O:62][CH2:63][CH2:64][NH:65][C:2](=[O:3])[CH2:4][CH2:5][CH2:6][CH2:7][CH:8]1[CH:16]2[NH:15][C:13](=[O:14])[NH:12][CH:11]2[CH2:10][S:9]1)([CH3:53])([CH3:51])[CH3:52]. (3) Given the reactants [C:1]([CH2:9][CH2:10][C:11]([OH:13])=O)(=[O:8])[C:2]1[CH:7]=[CH:6][CH:5]=[CH:4][CH:3]=1.CN1C=CN=C1.C1(C)C=CC(S(Cl)(=O)=O)=CC=1.[CH2:31]([C:33]1[N:34]=[C:35]([C@@H:38]([NH2:49])[CH2:39][C:40]2[CH:45]=[CH:44][C:43]([N+:46]([O-:48])=[O:47])=[CH:42][CH:41]=2)[S:36][CH:37]=1)[CH3:32], predict the reaction product. The product is: [CH2:31]([C:33]1[N:34]=[C:35]([C@@H:38]([NH:49][C:11](=[O:13])[CH2:10][CH2:9][C:1](=[O:8])[C:2]2[CH:3]=[CH:4][CH:5]=[CH:6][CH:7]=2)[CH2:39][C:40]2[CH:45]=[CH:44][C:43]([N+:46]([O-:48])=[O:47])=[CH:42][CH:41]=2)[S:36][CH:37]=1)[CH3:32]. (4) Given the reactants [NH2:1][C:2]1[CH:7]=[CH:6][CH:5]=[CH:4][C:3]=1[NH:8][C:9](=[O:17])[C:10]1[CH:15]=[CH:14][C:13](I)=[CH:12][CH:11]=1.[F:18][C:19]([F:37])([F:36])[C:20]1[CH:21]=[C:22]([N:30]2[CH2:35][CH2:34][NH:33][CH2:32][CH2:31]2)[CH:23]=[C:24]([C:26]([F:29])([F:28])[F:27])[CH:25]=1.C(=O)([O-])[O-].[K+].[K+].O1C=[CH:47][CH:46]=[C:45]1P(C1OC=CC=1)C1OC=CC=1.C=C=C, predict the reaction product. The product is: [NH2:1][C:2]1[CH:7]=[CH:6][CH:5]=[CH:4][C:3]=1[NH:8][C:9](=[O:17])[C:10]1[CH:15]=[CH:14][C:13]([C:46]([CH2:47][N:33]2[CH2:34][CH2:35][N:30]([C:22]3[CH:23]=[C:24]([C:26]([F:27])([F:28])[F:29])[CH:25]=[C:20]([C:19]([F:18])([F:36])[F:37])[CH:21]=3)[CH2:31][CH2:32]2)=[CH2:45])=[CH:12][CH:11]=1. (5) Given the reactants [CH2:1]([C:3]([CH2:12][CH3:13])([CH2:9][CH:10]=[CH2:11])[C:4]([O:6]CC)=[O:5])[CH3:2].[OH-].[Na+].CO.Cl, predict the reaction product. The product is: [CH2:12]([C:3]([CH2:1][CH3:2])([CH2:9][CH:10]=[CH2:11])[C:4]([OH:6])=[O:5])[CH3:13]. (6) Given the reactants [C:1]([O:5][C:6]([N:8]1[CH2:12][CH2:11][CH2:10][CH:9]1[C:13]1[NH:17][C:16]2[CH:18]=[C:19]([C:22]3[CH:27]=[CH:26][C:25]([C:28]4[CH:33]=[CH:32][C:31](B5OC(C)(C)C(C)(C)O5)=[CH:30][CH:29]=4)=[CH:24][CH:23]=3)[CH:20]=[CH:21][C:15]=2[N:14]=1)=[O:7])([CH3:4])([CH3:3])[CH3:2].[C:43]([O:47][C:48]([N:50]1[CH2:54][CH2:53][CH2:52][CH:51]1[C:55]1[N:56]([CH2:61][O:62][CH2:63][CH2:64][Si:65]([CH3:68])([CH3:67])[CH3:66])[C:57](Br)=[CH:58][N:59]=1)=[O:49])([CH3:46])([CH3:45])[CH3:44].C(=O)([O-])[O-].[K+].[K+], predict the reaction product. The product is: [C:1]([O:5][C:6]([N:8]1[CH2:12][CH2:11][CH2:10][CH:9]1[C:13]1[NH:17][C:16]2[CH:18]=[C:19]([C:22]3[CH:23]=[CH:24][C:25]([C:28]4[CH:29]=[CH:30][C:31]([C:57]5[N:56]([CH2:61][O:62][CH2:63][CH2:64][Si:65]([CH3:68])([CH3:67])[CH3:66])[C:55]([CH:51]6[CH2:52][CH2:53][CH2:54][N:50]6[C:48]([O:47][C:43]([CH3:46])([CH3:45])[CH3:44])=[O:49])=[N:59][CH:58]=5)=[CH:32][CH:33]=4)=[CH:26][CH:27]=3)[CH:20]=[CH:21][C:15]=2[N:14]=1)=[O:7])([CH3:4])([CH3:2])[CH3:3]. (7) Given the reactants [F:1][C:2]([F:17])([F:16])[C:3]1[CH:4]=[C:5]([CH:9]=[C:10]([C:12]([F:15])([F:14])[F:13])[CH:11]=1)[C:6](Cl)=[O:7].[CH3:18][O:19][C:20]1[CH:21]=[C:22]([C:26]2([OH:32])[CH2:31][CH2:30][CH2:29][NH:28][CH2:27]2)[CH:23]=[CH:24][CH:25]=1, predict the reaction product. The product is: [F:1][C:2]([F:17])([F:16])[C:3]1[CH:4]=[C:5]([C:6]([N:28]2[CH2:29][CH2:30][CH2:31][C:26]([OH:32])([C:22]3[CH:23]=[CH:24][CH:25]=[C:20]([O:19][CH3:18])[CH:21]=3)[CH2:27]2)=[O:7])[CH:9]=[C:10]([C:12]([F:15])([F:14])[F:13])[CH:11]=1.